From a dataset of Forward reaction prediction with 1.9M reactions from USPTO patents (1976-2016). Predict the product of the given reaction. (1) Given the reactants [O:1]1[C:5]2[CH:6]=[CH:7][CH:8]=[CH:9][C:4]=2[N:3]=[CH:2]1.Br[C:11]1[O:12]C2C=CC=CC=2N=1.C[O-].[Na+], predict the reaction product. The product is: [CH3:11][O:12][C:2]1[O:1][C:5]2[CH:6]=[CH:7][CH:8]=[CH:9][C:4]=2[N:3]=1. (2) The product is: [C:33]([O:32][CH2:31][C@H:18]([CH2:17][CH2:16][O:15][C:13](=[O:14])[C@H:9]([CH:10]([CH3:12])[CH3:11])[NH2:8])[CH2:19][N:20]1[CH:28]=[N:27][C:26]2[C:25](=[O:29])[NH:24][C:23]([NH2:30])=[N:22][C:21]1=2)(=[O:51])[CH2:34][CH2:35][CH2:36][CH2:37][CH2:38][CH2:39][CH2:40][CH2:41][CH2:42][CH2:43][CH2:44][CH2:45][CH2:46][CH2:47][CH2:48][CH2:49][CH3:50]. Given the reactants C(OC([NH:8][C@H:9]([C:13]([O:15][CH2:16][CH2:17][C@@H:18]([CH2:31][O:32][C:33](=[O:51])[CH2:34][CH2:35][CH2:36][CH2:37][CH2:38][CH2:39][CH2:40][CH2:41][CH2:42][CH2:43][CH2:44][CH2:45][CH2:46][CH2:47][CH2:48][CH2:49][CH3:50])[CH2:19][N:20]1[CH:28]=[N:27][C:26]2[C:25](=[O:29])[NH:24][C:23]([NH2:30])=[N:22][C:21]1=2)=[O:14])[CH:10]([CH3:12])[CH3:11])=O)(C)(C)C.FC(F)(F)C(O)=O, predict the reaction product. (3) Given the reactants [F:1][C:2]([F:17])([F:16])[O:3][C:4]1[CH:15]=[CH:14][C:7]([CH2:8][NH:9][CH2:10][CH2:11][CH2:12][OH:13])=[CH:6][CH:5]=1.Cl[C:19]1[N:24]=[CH:23][C:22]([CH2:25][CH3:26])=[CH:21][N:20]=1.C([O-])([O-])=O.[K+].[K+], predict the reaction product. The product is: [CH2:25]([C:22]1[CH:21]=[N:20][C:19]([N:9]([CH2:8][C:7]2[CH:14]=[CH:15][C:4]([O:3][C:2]([F:16])([F:17])[F:1])=[CH:5][CH:6]=2)[CH2:10][CH2:11][CH2:12][OH:13])=[N:24][CH:23]=1)[CH3:26]. (4) Given the reactants [OH-].[Na+].C[O:4][C:5](=[O:36])/[C:6](/[NH:15][C:16](=[O:35])[C:17]1[CH:22]=[CH:21][C:20]([CH:23]([OH:33])[CH2:24][CH2:25][C:26]2[CH:31]=[CH:30][CH:29]=[C:28]([OH:32])[CH:27]=2)=[CH:19][C:18]=1[Cl:34])=[CH:7]/[C:8]1[S:12][C:11]([CH3:13])=[N:10][C:9]=1[CH3:14], predict the reaction product. The product is: [Cl:34][C:18]1[CH:19]=[C:20]([CH:23]([OH:33])[CH2:24][CH2:25][C:26]2[CH:31]=[CH:30][CH:29]=[C:28]([OH:32])[CH:27]=2)[CH:21]=[CH:22][C:17]=1[C:16]([NH:15]/[C:6](=[CH:7]\[C:8]1[S:12][C:11]([CH3:13])=[N:10][C:9]=1[CH3:14])/[C:5]([OH:36])=[O:4])=[O:35]. (5) Given the reactants C(O)(C(F)(F)F)=O.[F:8][C:9]1[CH:10]=[C:11]([C@H:17]2[CH2:21][CH2:20][CH2:19][N:18]2C(OC(C)(C)C)=O)[C:12]([O:15][CH3:16])=[N:13][CH:14]=1, predict the reaction product. The product is: [F:8][C:9]1[CH:10]=[C:11]([C@H:17]2[CH2:21][CH2:20][CH2:19][NH:18]2)[C:12]([O:15][CH3:16])=[N:13][CH:14]=1. (6) Given the reactants Cl[C:2]1[C:7]([C:8]#[N:9])=[CH:6][N:5]=[C:4]([NH:10][C@@H:11]2[CH2:16][CH2:15][CH2:14][CH2:13][C@@H:12]2[NH:17][C:18](=[O:24])[O:19][C:20]([CH3:23])([CH3:22])[CH3:21])[N:3]=1.[NH2:25][C:26]1[CH:27]=[N:28][CH:29]=[C:30]([F:32])[CH:31]=1.C([O-])([O-])=O.[Cs+].[Cs+], predict the reaction product. The product is: [C:8]([C:7]1[C:2]([NH:25][C:26]2[CH:27]=[N:28][CH:29]=[C:30]([F:32])[CH:31]=2)=[N:3][C:4]([NH:10][C@@H:11]2[CH2:16][CH2:15][CH2:14][CH2:13][C@@H:12]2[NH:17][C:18](=[O:24])[O:19][C:20]([CH3:23])([CH3:22])[CH3:21])=[N:5][CH:6]=1)#[N:9]. (7) Given the reactants [CH2:1]([C:3]1[N:16]([C@@H:17]2[C:25]3[C:20](=[CH:21][C:22]([C:26]4[CH:31]=[CH:30][CH:29]=[CH:28][C:27]=4[C:32]4[N:36]([C:37]([C:50]5[CH:55]=[CH:54][CH:53]=[CH:52][CH:51]=5)([C:44]5[CH:49]=[CH:48][CH:47]=[CH:46][CH:45]=5)[C:38]5[CH:43]=[CH:42][CH:41]=[CH:40][CH:39]=5)[N:35]=[N:34][N:33]=4)=[CH:23][CH:24]=3)[CH2:19][CH2:18]2)[C:6]2=[N:7][C:8]([CH2:12][C:13](=[O:15])[CH3:14])=[CH:9][C:10]([CH3:11])=[C:5]2[N:4]=1)[CH3:2].[CH3:56][Mg]Br, predict the reaction product. The product is: [CH2:1]([C:3]1[N:16]([C@@H:17]2[C:25]3[C:20](=[CH:21][C:22]([C:26]4[CH:31]=[CH:30][CH:29]=[CH:28][C:27]=4[C:32]4[N:36]([C:37]([C:44]5[CH:45]=[CH:46][CH:47]=[CH:48][CH:49]=5)([C:50]5[CH:55]=[CH:54][CH:53]=[CH:52][CH:51]=5)[C:38]5[CH:39]=[CH:40][CH:41]=[CH:42][CH:43]=5)[N:35]=[N:34][N:33]=4)=[CH:23][CH:24]=3)[CH2:19][CH2:18]2)[C:6]2=[N:7][C:8]([CH2:12][C:13]([CH3:56])([OH:15])[CH3:14])=[CH:9][C:10]([CH3:11])=[C:5]2[N:4]=1)[CH3:2].